From a dataset of Merck oncology drug combination screen with 23,052 pairs across 39 cell lines. Regression. Given two drug SMILES strings and cell line genomic features, predict the synergy score measuring deviation from expected non-interaction effect. (1) Drug 1: C#Cc1cccc(Nc2ncnc3cc(OCCOC)c(OCCOC)cc23)c1. Drug 2: CCC1(O)C(=O)OCc2c1cc1n(c2=O)Cc2cc3c(CN(C)C)c(O)ccc3nc2-1. Cell line: COLO320DM. Synergy scores: synergy=14.0. (2) Drug 1: CN1C(=O)C=CC2(C)C3CCC4(C)C(NC(=O)OCC(F)(F)F)CCC4C3CCC12. Drug 2: CC(=O)OC1C(=O)C2(C)C(O)CC3OCC3(OC(C)=O)C2C(OC(=O)c2ccccc2)C2(O)CC(OC(=O)C(O)C(NC(=O)c3ccccc3)c3ccccc3)C(C)=C1C2(C)C. Cell line: NCIH460. Synergy scores: synergy=30.7. (3) Drug 1: O=C(CCCCCCC(=O)Nc1ccccc1)NO. Drug 2: Cn1cc(-c2cnn3c(N)c(Br)c(C4CCCNC4)nc23)cn1. Cell line: LOVO. Synergy scores: synergy=10.8. (4) Drug 1: CN(C)C(=N)N=C(N)N. Drug 2: CC(C)CC(NC(=O)C(Cc1ccccc1)NC(=O)c1cnccn1)B(O)O. Cell line: MDAMB436. Synergy scores: synergy=-4.64. (5) Drug 1: O=C(CCCCCCC(=O)Nc1ccccc1)NO. Drug 2: Cc1nc(Nc2ncc(C(=O)Nc3c(C)cccc3Cl)s2)cc(N2CCN(CCO)CC2)n1. Cell line: OCUBM. Synergy scores: synergy=-8.46. (6) Drug 1: O=P1(N(CCCl)CCCl)NCCCO1. Drug 2: CC1(c2nc3c(C(N)=O)cccc3[nH]2)CCCN1. Cell line: MSTO. Synergy scores: synergy=7.92.